This data is from Forward reaction prediction with 1.9M reactions from USPTO patents (1976-2016). The task is: Predict the product of the given reaction. (1) Given the reactants Br[C:2]1[CH:24]=[CH:23][C:22]([C:25]([F:28])([F:27])[F:26])=[CH:21][C:3]=1[C:4](/[N:6]=[C:7]1/[N:8]([CH2:17][CH2:18][CH2:19][CH3:20])[N:9]([CH3:16])[C:10]([C:12]([CH3:15])([CH3:14])[CH3:13])=[CH:11]/1)=[O:5].C1(P(C2CCCCC2)C2C=CC=CC=2C2C(OC)=CC=CC=2OC)CCCCC1.[Br-].[CH2:59]([O:61][C:62](=[O:66])[CH2:63][CH2:64][Zn+])[CH3:60].CO, predict the reaction product. The product is: [CH2:17]([N:8]1[N:9]([CH3:16])[C:10]([C:12]([CH3:15])([CH3:14])[CH3:13])=[CH:11]/[C:7]/1=[N:6]\[C:4]([C:3]1[CH:21]=[C:22]([C:25]([F:28])([F:27])[F:26])[CH:23]=[CH:24][C:2]=1[CH2:64][CH2:63][C:62]([O:61][CH2:59][CH3:60])=[O:66])=[O:5])[CH2:18][CH2:19][CH3:20]. (2) The product is: [C:1]([C:4]1[CH:9]=[N:8][N:7]2[CH:10]=[C:11]([C:13]([O:15][CH2:16][CH3:17])=[O:14])[CH:12]=[C:6]2[C:5]=1[NH:21][C@@H:25]([C:26]1([CH3:34])[CH2:29][CH2:28]1)[CH3:27])(=[O:3])[NH2:2]. Given the reactants [C:1]([C:4]1[CH:9]=[N:8][N:7]2[CH:10]=[C:11]([C:13]([O:15][CH2:16][CH3:17])=[O:14])[CH:12]=[C:6]2[C:5]=1Cl)(=[O:3])[NH2:2].CC[N:21]([CH:25]([CH3:27])[CH3:26])C(C)C.[CH3:28][CH2:29]OC(C)=O.[CH3:34]N1C(=O)CCC1, predict the reaction product. (3) Given the reactants [OH-].[Li+].[Cl:3][C:4]1[CH:5]=[C:6]([S:11]([N:14]2[C:23]3[C:18](=[CH:19][CH:20]=[CH:21][CH:22]=3)[NH:17][C:16](=[O:24])[CH:15]2[CH2:25][C:26]([O:28]C)=[O:27])(=[O:13])=[O:12])[CH:7]=[CH:8][C:9]=1[Cl:10], predict the reaction product. The product is: [Cl:3][C:4]1[CH:5]=[C:6]([S:11]([N:14]2[C:23]3[C:18](=[CH:19][CH:20]=[CH:21][CH:22]=3)[NH:17][C:16](=[O:24])[CH:15]2[CH2:25][C:26]([OH:28])=[O:27])(=[O:13])=[O:12])[CH:7]=[CH:8][C:9]=1[Cl:10]. (4) Given the reactants [F:1][C:2]([F:21])([F:20])[S:3]([O:6][C:7]1[C:12](C=O)=[C:11]([CH3:15])[N:10]=[C:9]2[N:16]([CH3:19])[CH2:17][CH2:18][C:8]=12)(=[O:5])=[O:4].OO.[C:24]([O-])([OH:26])=[O:25].[Na+], predict the reaction product. The product is: [CH:24]([O:26][C:12]1[C:7]([O:6][S:3]([C:2]([F:21])([F:1])[F:20])(=[O:5])=[O:4])=[C:8]2[CH2:18][CH2:17][N:16]([CH3:19])[C:9]2=[N:10][C:11]=1[CH3:15])=[O:25].